From a dataset of Full USPTO retrosynthesis dataset with 1.9M reactions from patents (1976-2016). Predict the reactants needed to synthesize the given product. (1) Given the product [C:35]([C:32]1[CH:31]=[CH:30][C:29]([CH2:28][CH:2]([NH:1][CH3:39])[C:3]([N:5]2[CH2:6][CH2:7][CH:8]([N:11]([CH:25]3[CH2:26][CH2:27]3)[S:12]([C:15]3[CH:20]=[CH:19][CH:18]=[C:17]([C:21]([F:22])([F:24])[F:23])[CH:16]=3)(=[O:13])=[O:14])[CH2:9][CH2:10]2)=[O:4])=[CH:34][CH:33]=1)#[N:36], predict the reactants needed to synthesize it. The reactants are: [NH2:1][CH:2]([CH2:28][C:29]1[CH:34]=[CH:33][C:32]([C:35]#[N:36])=[CH:31][CH:30]=1)[C:3]([N:5]1[CH2:10][CH2:9][CH:8]([N:11]([CH:25]2[CH2:27][CH2:26]2)[S:12]([C:15]2[CH:20]=[CH:19][CH:18]=[C:17]([C:21]([F:24])([F:23])[F:22])[CH:16]=2)(=[O:14])=[O:13])[CH2:7][CH2:6]1)=[O:4].CI.[CH3:39]N(C=O)C.[H-].[Na+]. (2) Given the product [NH2:11][C:5]1[CH:6]=[CH:7][CH:8]=[C:9]2[C:4]=1[C:3](=[O:14])[N:2]([CH3:1])[CH2:10]2, predict the reactants needed to synthesize it. The reactants are: [CH3:1][N:2]1[CH2:10][C:9]2[C:4](=[C:5]([N+:11]([O-])=O)[CH:6]=[CH:7][CH:8]=2)[C:3]1=[O:14].O.O.Cl[Sn]Cl.[OH-].[Na+]. (3) Given the product [Cl:22][C:12]1[CH:13]=[C:14]([C:18]([F:21])([F:20])[F:19])[CH:15]=[C:16]([Cl:17])[C:11]=1[N:4]1[C:5]2[C:6](=[N:7][CH:8]=[CH:9][CH:10]=2)[C:2]([C:30]([OH:32])([CH3:31])[C:29]([F:34])([F:33])[F:28])=[CH:3]1, predict the reactants needed to synthesize it. The reactants are: Br[C:2]1[C:6]2=[N:7][CH:8]=[CH:9][CH:10]=[C:5]2[N:4]([C:11]2[C:16]([Cl:17])=[CH:15][C:14]([C:18]([F:21])([F:20])[F:19])=[CH:13][C:12]=2[Cl:22])[CH:3]=1.C([Li])CCC.[F:28][C:29]([F:34])([F:33])[C:30](=[O:32])[CH3:31].C([O-])(O)=O.[Na+]. (4) Given the product [C:31]([C:29]1[CH:30]=[C:26]([NH:25][C:24]([NH:19][CH2:18][C:17]2[C:12]([O:11][C:7]3[CH:6]=[C:5]4[C:10](=[CH:9][CH:8]=3)[N:2]([CH3:1])[N:3]=[CH:4]4)=[N:13][CH:14]=[CH:15][CH:16]=2)=[O:23])[N:27]([C:35]2[CH:40]=[CH:39][C:38]([CH3:41])=[CH:37][CH:36]=2)[N:28]=1)([CH3:34])([CH3:32])[CH3:33], predict the reactants needed to synthesize it. The reactants are: [CH3:1][N:2]1[C:10]2[C:5](=[CH:6][C:7]([O:11][C:12]3[C:17]([CH2:18][NH2:19])=[CH:16][CH:15]=[CH:14][N:13]=3)=[CH:8][CH:9]=2)[CH:4]=[N:3]1.ClC(Cl)(Cl)C[O:23][C:24](=O)[NH:25][C:26]1[N:27]([C:35]2[CH:40]=[CH:39][C:38]([CH3:41])=[CH:37][CH:36]=2)[N:28]=[C:29]([C:31]([CH3:34])([CH3:33])[CH3:32])[CH:30]=1.CCN(C(C)C)C(C)C. (5) The reactants are: N1C=CC=CC=1.Cl.[CH3:8][NH:9][O:10][CH3:11].[CH:12]1[C:25]2[C:16](=[N:17][C:18]3[C:23]([C:24]=2[C:26](Cl)=[O:27])=[CH:22][CH:21]=[CH:20][CH:19]=3)[CH:15]=[CH:14][CH:13]=1.O. Given the product [CH3:8][N:9]([C:26]([C:24]1[C:23]2[C:18]([N:17]=[C:16]3[C:25]=1[CH:12]=[CH:13][CH:14]=[CH:15]3)=[CH:19][CH:20]=[CH:21][CH:22]=2)=[O:27])[O:10][CH3:11], predict the reactants needed to synthesize it. (6) Given the product [CH2:1]([CH:4]1[C:12]2[C:7](=[CH:8][CH:9]=[CH:10][CH:11]=2)[NH:6][C:5]1=[O:13])[CH:2]=[CH2:3], predict the reactants needed to synthesize it. The reactants are: [CH2:1]([C:4]1(C(CC=C)NC)[C:12]2[C:7](=[CH:8][CH:9]=[CH:10][CH:11]=2)[NH:6][C:5]1=[O:13])[CH:2]=[CH2:3].N1C2C(=CC=CC=2)CC1=O.[O-]CC.[Na+].[H-].[Na+].C(Br)C=C. (7) Given the product [CH3:1][O:2][C:3](=[O:17])[CH2:4][CH2:5][CH:6]([CH3:16])[CH2:7][OH:8], predict the reactants needed to synthesize it. The reactants are: [CH3:1][O:2][C:3](=[O:17])[CH:4]=[CH:5][CH:6]([CH3:16])[CH2:7][O:8]CC1C=CC=CC=1. (8) Given the product [NH2:1][C:4]1[CH:26]=[CH:25][CH:24]=[CH:23][C:5]=1[NH:6][CH:7]1[CH2:8][CH2:9][N:10]([C:13]([O:15][CH2:16][C:17]2[CH:18]=[CH:19][CH:20]=[CH:21][CH:22]=2)=[O:14])[CH2:11][CH2:12]1, predict the reactants needed to synthesize it. The reactants are: [N+:1]([C:4]1[CH:26]=[CH:25][CH:24]=[CH:23][C:5]=1[NH:6][CH:7]1[CH2:12][CH2:11][N:10]([C:13]([O:15][CH2:16][C:17]2[CH:22]=[CH:21][CH:20]=[CH:19][CH:18]=2)=[O:14])[CH2:9][CH2:8]1)([O-])=O.